Dataset: Forward reaction prediction with 1.9M reactions from USPTO patents (1976-2016). Task: Predict the product of the given reaction. (1) Given the reactants [NH:1]1[CH2:6][CH2:5][CH:4]([N:7]2[CH2:16][C:15]3[C:10](=[CH:11][CH:12]=[CH:13][CH:14]=3)[NH:9][C:8]2=[O:17])[CH2:3][CH2:2]1.[C:18]1([CH2:24][N:25]2[CH2:30][CH2:29][C:28](=O)[CH2:27][CH2:26]2)[CH:23]=[CH:22][CH:21]=[CH:20][CH:19]=1.C([BH3-])#N.[Na+].Cl, predict the reaction product. The product is: [C:18]1([CH2:24][N:25]2[CH2:30][CH2:29][CH:28]([N:1]3[CH2:2][CH2:3][CH:4]([N:7]4[CH2:16][C:15]5[C:10](=[CH:11][CH:12]=[CH:13][CH:14]=5)[NH:9][C:8]4=[O:17])[CH2:5][CH2:6]3)[CH2:27][CH2:26]2)[CH:23]=[CH:22][CH:21]=[CH:20][CH:19]=1. (2) The product is: [Br:1][C:2]1[C:10]([OH:11])=[CH:9][CH:8]=[CH:7][C:3]=1[C:4]([NH:26][CH2:25][C:17]1[C:18]([O:23][CH3:24])=[N:19][C:20]([CH3:22])=[CH:21][C:16]=1[CH2:12][CH2:13][CH:14]=[CH2:15])=[O:6]. Given the reactants [Br:1][C:2]1[C:10]([OH:11])=[CH:9][CH:8]=[CH:7][C:3]=1[C:4]([OH:6])=O.[CH2:12]([C:16]1[CH:21]=[C:20]([CH3:22])[N:19]=[C:18]([O:23][CH3:24])[C:17]=1[CH2:25][NH2:26])[CH2:13][CH:14]=[CH2:15].C1C=NC2N(O)N=NC=2C=1.C(Cl)CCl.CN1CCOCC1, predict the reaction product. (3) Given the reactants [F:1][C:2]([F:46])([F:45])[C:3]1[CH:4]=[C:5]([CH:38]=[C:39]([C:41]([F:44])([F:43])[F:42])[CH:40]=1)[CH2:6][N:7]1[C:11]([C:12]2[CH:13]=[N:14][CH:15]=[CH:16][CH:17]=2)=[C:10]([C:18]([C:20]2[C:21]([CH2:32][CH:33]3OCC[O:34]3)=[N:22][O:23][C:24]=2[C:25]2[CH:30]=[CH:29][CH:28]=[CH:27][C:26]=2[Cl:31])=[O:19])[N:9]=[CH:8]1.O, predict the reaction product. The product is: [F:45][C:2]([F:1])([F:46])[C:3]1[CH:4]=[C:5]([CH:38]=[C:39]([C:41]([F:44])([F:42])[F:43])[CH:40]=1)[CH2:6][N:7]1[C:11]([C:12]2[CH:13]=[N:14][CH:15]=[CH:16][CH:17]=2)=[C:10]([C:18]([C:20]2[C:21]([CH2:32][CH:33]=[O:34])=[N:22][O:23][C:24]=2[C:25]2[CH:30]=[CH:29][CH:28]=[CH:27][C:26]=2[Cl:31])=[O:19])[N:9]=[CH:8]1. (4) Given the reactants [CH3:1][S:2](Cl)(=[O:4])=[O:3].[CH2:6]([N:13]1[CH2:18][CH2:17][CH:16]([N:19]([CH2:27][C:28]2[N:29]=[C:30]([CH2:52][NH:53][CH3:54])[N:31]([C:33]([C:46]3[CH:51]=[CH:50][CH:49]=[CH:48][CH:47]=3)([C:40]3[CH:45]=[CH:44][CH:43]=[CH:42][CH:41]=3)[C:34]3[CH:39]=[CH:38][CH:37]=[CH:36][CH:35]=3)[CH:32]=2)[C:20](=[O:26])[O:21][C:22]([CH3:25])([CH3:24])[CH3:23])[CH2:15][CH2:14]1)[C:7]1[CH:12]=[CH:11][CH:10]=[CH:9][CH:8]=1.C(N(CC)CC)C, predict the reaction product. The product is: [CH2:6]([N:13]1[CH2:14][CH2:15][CH:16]([N:19]([CH2:27][C:28]2[N:29]=[C:30]([CH2:52][N:53]([CH3:54])[S:2]([CH3:1])(=[O:4])=[O:3])[N:31]([C:33]([C:46]3[CH:51]=[CH:50][CH:49]=[CH:48][CH:47]=3)([C:40]3[CH:41]=[CH:42][CH:43]=[CH:44][CH:45]=3)[C:34]3[CH:35]=[CH:36][CH:37]=[CH:38][CH:39]=3)[CH:32]=2)[C:20](=[O:26])[O:21][C:22]([CH3:25])([CH3:24])[CH3:23])[CH2:17][CH2:18]1)[C:7]1[CH:8]=[CH:9][CH:10]=[CH:11][CH:12]=1. (5) Given the reactants Cl[C:2]1[N:7]=[C:6]([C:8]([OH:11])([CH3:10])[CH3:9])[CH:5]=[C:4]([C:12]2[CH:17]=[CH:16][C:15]([C:18]([F:21])([F:20])[F:19])=[CH:14][CH:13]=2)[N:3]=1.[CH3:22][C:23]1[O:24][C:25]([C:28]2[CH:33]=[CH:32][C:31]([NH2:34])=[CH:30][CH:29]=2)=[CH:26][N:27]=1, predict the reaction product. The product is: [CH3:22][C:23]1[O:24][C:25]([C:28]2[CH:33]=[CH:32][C:31]([NH:34][C:2]3[N:7]=[C:6]([C:8]([OH:11])([CH3:10])[CH3:9])[CH:5]=[C:4]([C:12]4[CH:17]=[CH:16][C:15]([C:18]([F:21])([F:20])[F:19])=[CH:14][CH:13]=4)[N:3]=3)=[CH:30][CH:29]=2)=[CH:26][N:27]=1. (6) Given the reactants [Cl:1][C:2]1[CH:10]=[C:9]2[C:5]([C:6]([C:11]([O:13][CH3:14])=[O:12])=[CH:7][NH:8]2)=[CH:4][C:3]=1B1OCC(C)(C)CO1.[Br:23][C:24]1[CH:32]=[CH:31][C:27]2[CH2:28][CH2:29][O:30][C:26]=2[CH:25]=1.[O-:33][P:34]([O-:37])([O-:36])=[O:35].[K+:38].[K+].[K+], predict the reaction product. The product is: [Br:23][C:24]1[CH:32]=[CH:31][C:27]2[CH2:28][CH2:29][O:30][C:26]=2[CH:25]=1.[O-:35][P:34]([O-:37])([O-:36])=[O:33].[K+:38].[K+:38].[K+:38].[Cl:1][C:2]1[CH:10]=[C:9]2[C:5]([C:6]([C:11]([O:13][CH3:14])=[O:12])=[CH:7][NH:8]2)=[CH:4][C:3]=1[C:24]1[CH:32]=[CH:31][C:27]2[CH2:28][CH2:29][O:30][C:26]=2[CH:25]=1. (7) Given the reactants Br[C:2]1[CH:3]=[C:4]([C:8]2[CH:13]=[C:12]([C:14]3[CH:19]=[CH:18][C:17]([Cl:20])=[C:16]([Cl:21])[CH:15]=3)[CH:11]=[C:10]([CH3:22])[N:9]=2)[CH:5]=[CH:6][CH:7]=1.[NH2:23][C:24]1[N:29]=[CH:28][C:27](B2OC(C)(C)C(C)(C)O2)=[CH:26][N:25]=1, predict the reaction product. The product is: [Cl:21][C:16]1[CH:15]=[C:14]([C:12]2[CH:11]=[C:10]([CH3:22])[N:9]=[C:8]([C:4]3[CH:3]=[C:2]([C:27]4[CH:26]=[N:25][C:24]([NH2:23])=[N:29][CH:28]=4)[CH:7]=[CH:6][CH:5]=3)[CH:13]=2)[CH:19]=[CH:18][C:17]=1[Cl:20]. (8) Given the reactants C[Si](C)(C)[O:3][C:4]1[CH2:5][CH2:6][N:7]([C:10]([O:12][CH2:13][C:14]2[CH:19]=[CH:18][CH:17]=[CH:16][CH:15]=2)=[O:11])[CH2:8][CH:9]=1.[B-](F)(F)(F)[F:23].[B-](F)(F)(F)F.C1[N+]2(CCl)CC[N+](F)(CC2)C1, predict the reaction product. The product is: [F:23][CH:5]1[C:4](=[O:3])[CH2:9][CH2:8][N:7]([C:10]([O:12][CH2:13][C:14]2[CH:19]=[CH:18][CH:17]=[CH:16][CH:15]=2)=[O:11])[CH2:6]1. (9) Given the reactants C(OC(=O)[NH:7][C@H:8]([C:14]([N:16]1[CH2:20][C:19]([F:22])([F:21])[C:18]([F:24])([F:23])[CH2:17]1)=[O:15])[CH2:9][CH2:10][CH2:11][CH2:12][NH2:13])(C)(C)C.[CH:26]1[CH:30]=[C:29]([CH2:31][C:32]([Cl:34])=[O:33])[S:28][CH:27]=1, predict the reaction product. The product is: [ClH:34].[NH2:7][C@H:8]([C:14](=[O:15])[N:16]1[CH2:17][C:18]([F:23])([F:24])[C:19]([F:21])([F:22])[CH2:20]1)[CH2:9][CH2:10][CH2:11][CH2:12][NH:13][C:32](=[O:33])[CH2:31][C:29]1[S:28][CH:27]=[CH:26][CH:30]=1. (10) Given the reactants [CH3:1][C:2]1[CH:9]=[CH:8][C:5]([CH2:6][NH2:7])=[CH:4][CH:3]=1.[C:10]([N:14]1[CH2:19][CH2:18][C:17](=O)[CH2:16][CH2:15]1)([CH3:13])([CH3:12])[CH3:11].[BH3-]C#N.[Na+].[OH-].[Na+], predict the reaction product. The product is: [CH3:1][C:2]1[CH:9]=[CH:8][C:5]([CH2:6][NH:7][CH:17]2[CH2:18][CH2:19][N:14]([C:10]([CH3:13])([CH3:12])[CH3:11])[CH2:15][CH2:16]2)=[CH:4][CH:3]=1.